The task is: Predict the product of the given reaction.. This data is from Forward reaction prediction with 1.9M reactions from USPTO patents (1976-2016). (1) Given the reactants [CH3:1][C:2]([CH3:14])([CH3:13])[CH2:3][NH:4][C:5]1[N:6]([CH3:12])[N:7]=[C:8]([CH3:11])[C:9]=1[NH2:10].C[C:16]1[CH:21]=[CH:20][CH:19]=[CH:18][C:17]=1P([C:16]1[CH:21]=[CH:20][CH:19]=[CH:18][C:17]=1C)[C:16]1[CH:21]=[CH:20][CH:19]=[CH:18][C:17]=1C.CC([O-])(C)C.[Na+].BrC1C=CC=CC=1, predict the reaction product. The product is: [CH3:1][C:2]([CH3:14])([CH3:13])[CH2:3][NH:4][C:5]1[N:6]([CH3:12])[N:7]=[C:8]([CH3:11])[C:9]=1[NH:10][C:16]1[CH:21]=[CH:20][CH:19]=[CH:18][CH:17]=1. (2) The product is: [O:1]1[CH:5]=[CH:4][C:3]([N:6]([CH2:15][C@@H:16]2[O:20][C:19](=[O:21])[N:18]([C:22]3[CH:27]=[CH:26][C:25]([C:28]4[CH2:33][CH2:32][N:31]([CH:42]=[O:43])[CH2:30][CH:29]=4)=[C:24]([F:34])[CH:23]=3)[CH2:17]2)[C:7]([O:9][CH2:10][C:11]([Cl:14])([Cl:12])[Cl:13])=[O:8])=[N:2]1. Given the reactants [O:1]1[CH:5]=[CH:4][C:3]([N:6]([CH2:15][C@@H:16]2[O:20][C:19](=[O:21])[N:18]([C:22]3[CH:27]=[CH:26][C:25]([C:28]4[CH2:33][CH2:32][NH:31][CH2:30][CH:29]=4)=[C:24]([F:34])[CH:23]=3)[CH2:17]2)[C:7]([O:9][CH2:10][C:11]([Cl:14])([Cl:13])[Cl:12])=[O:8])=[N:2]1.C(N(CC)CC)C.[CH:42](OCC)=[O:43], predict the reaction product. (3) Given the reactants [C:1]([C:3]1[CH:4]=[C:5]([B:9]([OH:11])[OH:10])[CH:6]=CC=1)#N.[OH-:12].[K+].Cl.[CH2:15]([OH:18])[CH2:16]O, predict the reaction product. The product is: [C:15]([C:16]1[CH:6]=[C:5]([B:9]([OH:11])[OH:10])[CH:4]=[CH:3][CH:1]=1)([OH:18])=[O:12]. (4) Given the reactants [NH2:1][C:2]1[CH:3]=[C:4]([CH:9]=[CH:10][CH:11]=1)[C:5]([NH:7][NH2:8])=[O:6].[Cl:12][C:13]1[C:18]([F:19])=[CH:17][C:16]([C:20](=[O:28])[CH2:21][C:22](=O)[C:23]([F:26])([F:25])[F:24])=[C:15]([F:29])[CH:14]=1, predict the reaction product. The product is: [NH2:1][C:2]1[CH:3]=[C:4]([C:5]([N:7]2[C:20]([C:16]3[CH:17]=[C:18]([F:19])[C:13]([Cl:12])=[CH:14][C:15]=3[F:29])([OH:28])[CH2:21][C:22]([C:23]([F:25])([F:26])[F:24])=[N:8]2)=[O:6])[CH:9]=[CH:10][CH:11]=1. (5) Given the reactants [OH:1][C:2]1[CH:3]=[C:4]2[C:9](=[CH:10][CH:11]=1)[CH:8]=[C:7]([C@:12]1([CH3:18])[CH2:16][O:15][C:14](=[O:17])[NH:13]1)[CH:6]=[CH:5]2.C(#N)C.[Cl:22]N1C(=O)CCC1=O, predict the reaction product. The product is: [Cl:22][C:3]1[C:2]([OH:1])=[CH:11][CH:10]=[C:9]2[C:4]=1[CH:5]=[CH:6][C:7]([C@:12]1([CH3:18])[CH2:16][O:15][C:14](=[O:17])[NH:13]1)=[CH:8]2. (6) The product is: [CH2:10]([O:12][C:13](=[O:33])[CH:14]([CH2:15][S:9][CH2:2][C:3]1[CH:8]=[CH:7][CH:6]=[CH:5][CH:4]=1)[CH2:26][CH:27]1[CH2:32][CH2:31][CH2:30][CH2:29][CH2:28]1)[CH3:11]. Given the reactants [Na].[CH2:2]([SH:9])[C:3]1[CH:8]=[CH:7][CH:6]=[CH:5][CH:4]=1.[CH2:10]([O:12][C:13](=[O:33])[C:14]([CH2:26][CH:27]1[CH2:32][CH2:31][CH2:30][CH2:29][CH2:28]1)(COS(C)(=O)=O)[C:15](OCC)=O)[CH3:11], predict the reaction product. (7) Given the reactants [F:1][C:2]1[CH:7]=[CH:6][CH:5]=[C:4]([F:8])[C:3]=1[C:9]1[S:10][CH:11]=[C:12]([C:14]([NH:16][C:17]2[CH:18]=[N:19][CH:20]=[CH:21][C:22]=2[CH:23]2[CH2:28][CH:27]([NH:29][C:30](=[O:36])[O:31][C:32]([CH3:35])([CH3:34])[CH3:33])[CH:26](O)[CH:25]([CH3:38])[CH2:24]2)=[O:15])[N:13]=1.CCN(S(F)(F)[F:45])CC, predict the reaction product. The product is: [F:8][C:4]1[CH:5]=[CH:6][CH:7]=[C:2]([F:1])[C:3]=1[C:9]1[S:10][CH:11]=[C:12]([C:14]([NH:16][C:17]2[CH:18]=[N:19][CH:20]=[CH:21][C:22]=2[CH:23]2[CH2:28][CH:27]([NH:29][C:30](=[O:36])[O:31][C:32]([CH3:34])([CH3:35])[CH3:33])[CH:26]([F:45])[CH:25]([CH3:38])[CH2:24]2)=[O:15])[N:13]=1. (8) Given the reactants [OH:1][N:2]=[C:3]([NH2:10])[C:4]1[CH:9]=[CH:8][CH:7]=[N:6][CH:5]=1.[F:11][C:12]([F:25])([F:24])[C:13]([C:15]1[CH:23]=[CH:22][C:18]([C:19]([OH:21])=O)=[CH:17][CH:16]=1)=[O:14].N, predict the reaction product. The product is: [F:11][C:12]([F:25])([F:24])[C:13]([OH:1])=[O:14].[F:24][C:12]([F:11])([F:25])[C:13]([C:15]1[CH:16]=[CH:17][C:18]([C:19]2[O:21][N:10]=[C:3]([C:4]3[CH:5]=[N:6][CH:7]=[CH:8][CH:9]=3)[N:2]=2)=[CH:22][CH:23]=1)=[O:14]. (9) Given the reactants [CH2:1]([N:8]([C@H:28]([CH:30]1[CH2:32][CH2:31]1)[CH3:29])[C:9](=[O:27])[CH2:10][N:11]1[C:24](=[O:25])[C@:14]2([C:22]3[C:17](=[CH:18][C:19](Br)=[CH:20][CH:21]=3)[CH2:16][CH2:15]2)[NH:13][C:12]1=[O:26])[C:2]1[CH:7]=[CH:6][CH:5]=[CH:4][CH:3]=1.[C:33]([Si:35]([CH3:38])([CH3:37])[CH3:36])#[CH:34], predict the reaction product. The product is: [CH2:1]([N:8]([C@H:28]([CH:30]1[CH2:32][CH2:31]1)[CH3:29])[C:9](=[O:27])[CH2:10][N:11]1[C:24](=[O:25])[C@:14]2([C:22]3[C:17](=[CH:18][C:19]([C:34]#[C:33][Si:35]([CH3:38])([CH3:37])[CH3:36])=[CH:20][CH:21]=3)[CH2:16][CH2:15]2)[NH:13][C:12]1=[O:26])[C:2]1[CH:7]=[CH:6][CH:5]=[CH:4][CH:3]=1.